This data is from Reaction yield outcomes from USPTO patents with 853,638 reactions. The task is: Predict the reaction yield, written as a fraction of the theoretical maximum amount of product (1.0 means a 100% yield; for example, 0.34 means a 34% yield). The reactants are [Cl:1][C:2]1[C:3]([Cl:33])=[CH:4][C:5]2[C:6]3[CH2:23][CH2:22][C:21]([C:29]([F:32])([F:31])[F:30])([O:24][Si](C)(C)C)[C:7]=3[N:8](S(C3C=CC(C)=CC=3)(=O)=O)[C:9]=2[CH:10]=1.[OH-].[K+]. The catalyst is C1COCC1.O. The product is [Cl:1][C:2]1[C:3]([Cl:33])=[CH:4][C:5]2[C:6]3[CH2:23][CH2:22][C:21]([C:29]([F:31])([F:30])[F:32])([OH:24])[C:7]=3[NH:8][C:9]=2[CH:10]=1. The yield is 0.520.